This data is from Peptide-MHC class I binding affinity with 185,985 pairs from IEDB/IMGT. The task is: Regression. Given a peptide amino acid sequence and an MHC pseudo amino acid sequence, predict their binding affinity value. This is MHC class I binding data. (1) The peptide sequence is SEMVMCGGSL. The MHC is HLA-B44:02 with pseudo-sequence HLA-B44:02. The binding affinity (normalized) is 0.926. (2) The peptide sequence is KFLWEWASAR. The MHC is HLA-A68:02 with pseudo-sequence HLA-A68:02. The binding affinity (normalized) is 0. (3) The peptide sequence is YHRFGLYRL. The MHC is HLA-A02:06 with pseudo-sequence HLA-A02:06. The binding affinity (normalized) is 0.0847. (4) The peptide sequence is RAMRMVYYL. The MHC is HLA-B15:42 with pseudo-sequence HLA-B15:42. The binding affinity (normalized) is 0.213.